Dataset: Forward reaction prediction with 1.9M reactions from USPTO patents (1976-2016). Task: Predict the product of the given reaction. (1) The product is: [F:24][C:25]([F:36])([F:35])[C:26]([NH:17][C@@H:15]([CH3:16])[C@@H:14]([C:18]1[CH:19]=[CH:20][CH:21]=[CH:22][CH:23]=1)[O:13][C:9]1[CH:8]=[C:7]2[C:12](=[CH:11][CH:10]=1)[N:4]([CH:1]([CH3:2])[CH3:3])[N:5]=[CH:6]2)=[O:27]. Given the reactants [CH:1]([N:4]1[C:12]2[C:7](=[CH:8][C:9]([O:13][C@H:14]([C:18]3[CH:23]=[CH:22][CH:21]=[CH:20][CH:19]=3)[C@@H:15]([NH2:17])[CH3:16])=[CH:10][CH:11]=2)[CH:6]=[N:5]1)([CH3:3])[CH3:2].[F:24][C:25]([F:36])([F:35])[C:26](O[C:26](=[O:27])[C:25]([F:36])([F:35])[F:24])=[O:27], predict the reaction product. (2) Given the reactants [CH2:1]([CH:6]1O[C:10](=O)[CH2:9][CH2:8][CH2:7]1)CCCC.C(NC(C)C)(C)C.C([Li])CCC.CCCCCC.[C:31]1([Se:37]Cl)[CH:36]=[CH:35][CH:34]=[CH:33][CH:32]=1, predict the reaction product. The product is: [C:31]1([Se:37][C:10]2[CH:9]=[CH:8][CH:7]=[CH:6][CH:1]=2)[CH:36]=[CH:35][CH:34]=[CH:33][CH:32]=1. (3) Given the reactants Br[C:2]1[CH:14]=[CH:13][C:5]2[S:6][C:7]([C:9]([O:11][CH3:12])=[O:10])=[CH:8][C:4]=2[CH:3]=1.[N:15]1[CH:20]=[CH:19][CH:18]=[C:17](B(O)O)[CH:16]=1.[Cl-].[Li+].C(=O)([O-])[O-].[Na+].[Na+], predict the reaction product. The product is: [N:15]1[CH:20]=[CH:19][CH:18]=[C:17]([C:2]2[CH:14]=[CH:13][C:5]3[S:6][C:7]([C:9]([O:11][CH3:12])=[O:10])=[CH:8][C:4]=3[CH:3]=2)[CH:16]=1. (4) Given the reactants [CH3:1][O:2][C:3]1[CH:4]=[C:5]([CH:7]=[CH:8][C:9]=1[C:10]1[O:14][CH:13]=[N:12][CH:11]=1)[NH2:6].ClCCl.N1C=CC=CC=1.[CH3:24][C:25]1[S:29][C:28]([CH2:30][CH2:31]Cl)=[CH:27][CH:26]=1, predict the reaction product. The product is: [CH3:24][C:25]1[S:29][C:28]([CH2:30][CH2:31][NH:6][C:5]2[CH:7]=[CH:8][C:9]([C:10]3[O:14][CH:13]=[N:12][CH:11]=3)=[C:3]([O:2][CH3:1])[CH:4]=2)=[CH:27][CH:26]=1. (5) The product is: [C:20]([C:19]1[CH:18]=[C:17]([NH:14][C:15](=[O:16])[O:12][CH2:11][CH2:10][C:7]2[CH:8]=[CH:9][C:4]([Br:3])=[CH:5][C:6]=2[CH3:13])[CH:24]=[CH:23][CH:22]=1)#[N:21]. Given the reactants [H-].[Na+].[Br:3][C:4]1[CH:9]=[CH:8][C:7]([CH2:10][CH2:11][OH:12])=[C:6]([CH3:13])[CH:5]=1.[N:14]([C:17]1[CH:18]=[C:19]([CH:22]=[CH:23][CH:24]=1)[C:20]#[N:21])=[C:15]=[O:16], predict the reaction product. (6) Given the reactants [CH3:1][C:2]([CH3:22])([CH3:21])[C:3]#[C:4][C:5]1[CH:10]=[C:9]([N+:11]([O-:13])=[O:12])[C:8](F)=[CH:7][C:6]=1[NH:15]C(=O)CCC.[CH3:23][C:24]([O-:27])([CH3:26])[CH3:25].[K+].O, predict the reaction product. The product is: [C:24]([O:27][C:8]1[CH:7]=[C:6]2[C:5]([CH:4]=[C:3]([C:2]([CH3:1])([CH3:21])[CH3:22])[NH:15]2)=[CH:10][C:9]=1[N+:11]([O-:13])=[O:12])([CH3:26])([CH3:25])[CH3:23]. (7) Given the reactants CO[CH2:3][CH2:4]OC.Br[C:8]1[CH:20]=[CH:19][C:11]([C:12]([O:14][C:15]([CH3:18])([CH3:17])[CH3:16])=[O:13])=[C:10]([NH:21][C:22]2[CH:27]=[CH:26][C:25]([F:28])=[CH:24][CH:23]=2)[CH:9]=1.C(B1OC(C)(C)C(C)(C)O1)=C.C(=O)([O-])[O-].[K+].[K+], predict the reaction product. The product is: [F:28][C:25]1[CH:26]=[CH:27][C:22]([NH:21][C:10]2[CH:9]=[C:8]([CH:3]=[CH2:4])[CH:20]=[CH:19][C:11]=2[C:12]([O:14][C:15]([CH3:18])([CH3:17])[CH3:16])=[O:13])=[CH:23][CH:24]=1. (8) The product is: [CH:13]([C@H:16]1[CH2:20][O:19][C:18](=[O:21])[N:17]1[C:2]1[CH:3]=[CH:4][C:5]([C:6]([OH:8])=[O:7])=[CH:11][CH:12]=1)([CH3:15])[CH3:14]. Given the reactants I[C:2]1[CH:12]=[CH:11][C:5]([C:6]([O:8]CC)=[O:7])=[CH:4][CH:3]=1.[CH:13]([C@H:16]1[CH2:20][O:19][C:18](=[O:21])[NH:17]1)([CH3:15])[CH3:14], predict the reaction product. (9) Given the reactants [C:1]([C:3]([C:23]1[CH:28]=[CH:27][C:26]([O:29][CH3:30])=[C:25]([O:31][CH3:32])[CH:24]=1)=[CH:4][C:5]1[CH:20]=[CH:19][C:8]([O:9][CH2:10][CH2:11][CH2:12][CH2:13][CH2:14][CH2:15][CH2:16][CH2:17][OH:18])=[C:7]([O:21][CH3:22])[CH:6]=1)#[N:2].C(N(CC)CC)C.[C:40](O[C:40](=[O:44])[C:41]([CH3:43])=[CH2:42])(=[O:44])[C:41]([CH3:43])=[CH2:42].O, predict the reaction product. The product is: [C:40]([O:18][CH2:17][CH2:16][CH2:15][CH2:14][CH2:13][CH2:12][CH2:11][CH2:10][O:9][C:8]1[CH:19]=[CH:20][C:5]([CH:4]=[C:3]([C:1]#[N:2])[C:23]2[CH:28]=[CH:27][C:26]([O:29][CH3:30])=[C:25]([O:31][CH3:32])[CH:24]=2)=[CH:6][C:7]=1[O:21][CH3:22])(=[O:44])[C:41]([CH3:43])=[CH2:42].